From a dataset of Forward reaction prediction with 1.9M reactions from USPTO patents (1976-2016). Predict the product of the given reaction. (1) Given the reactants [F:1]/[C:2](=[C:8](/[C:10]1[CH:19]=[C:18]2[C:13]([C:14]([CH3:25])([CH3:24])[CH2:15][CH:16]=[C:17]2[C:20]([CH3:23])([CH3:22])[CH3:21])=[CH:12][C:11]=1[O:26][CH2:27][CH2:28][CH3:29])\[CH3:9])/[C:3](OCC)=[O:4].[H-].C([Al+]CC(C)C)C(C)C, predict the reaction product. The product is: [F:1]/[C:2](=[C:8](/[C:10]1[CH:19]=[C:18]2[C:13]([C:14]([CH3:25])([CH3:24])[CH2:15][CH:16]=[C:17]2[C:20]([CH3:22])([CH3:21])[CH3:23])=[CH:12][C:11]=1[O:26][CH2:27][CH2:28][CH3:29])\[CH3:9])/[CH2:3][OH:4]. (2) Given the reactants [N:1]1([CH2:6][C:7]2[CH:12]=[CH:11][C:10]([CH2:13]O)=[CH:9][CH:8]=2)[CH2:5][CH2:4][CH2:3][CH2:2]1.S(Cl)([Cl:17])=O, predict the reaction product. The product is: [Cl:17][CH2:13][C:10]1[CH:11]=[CH:12][C:7]([CH2:6][N:1]2[CH2:5][CH2:4][CH2:3][CH2:2]2)=[CH:8][CH:9]=1. (3) Given the reactants [CH3:1][O:2][C:3]1[CH:12]=[C:11]([O:13][CH3:14])[CH:10]=[C:9]2[C:4]=1[C:5]([CH2:16][CH3:17])=[N:6][NH:7][C:8]2=O.P(Cl)(Cl)([Cl:20])=O, predict the reaction product. The product is: [Cl:20][C:8]1[C:9]2[C:4](=[C:3]([O:2][CH3:1])[CH:12]=[C:11]([O:13][CH3:14])[CH:10]=2)[C:5]([CH2:16][CH3:17])=[N:6][N:7]=1. (4) Given the reactants [OH:1][CH2:2][CH2:3][CH2:4][CH2:5][O:6][CH2:7][C:8]([O:10][C:11]([CH3:14])([CH3:13])[CH3:12])=[O:9].CC(OI1(OC(C)=O)(OC(C)=O)OC(=O)C2C=CC=CC1=2)=O, predict the reaction product. The product is: [O:1]=[CH:2][CH2:3][CH2:4][CH2:5][O:6][CH2:7][C:8]([O:10][C:11]([CH3:14])([CH3:13])[CH3:12])=[O:9]. (5) Given the reactants Br[C:2]1[CH:3]=[N:4][N:5]([CH2:7][CH2:8][N:9]2[N:18]=[CH:17][C:16]3[C:11](=[CH:12][C:13]([C:19]4[CH:24]=[CH:23][C:22]([O:25][C:26]([F:29])([F:28])[F:27])=[CH:21][CH:20]=4)=[CH:14][CH:15]=3)[C:10]2=[O:30])[CH:6]=1.[CH3:31][O:32][C:33]1[N:38]=[CH:37][C:36](B(O)O)=[CH:35][N:34]=1.C(=O)([O-])[O-].[K+].[K+], predict the reaction product. The product is: [CH3:31][O:32][C:33]1[N:38]=[CH:37][C:36]([C:2]2[CH:3]=[N:4][N:5]([CH2:7][CH2:8][N:9]3[N:18]=[CH:17][C:16]4[C:11](=[CH:12][C:13]([C:19]5[CH:24]=[CH:23][C:22]([O:25][C:26]([F:29])([F:28])[F:27])=[CH:21][CH:20]=5)=[CH:14][CH:15]=4)[C:10]3=[O:30])[CH:6]=2)=[CH:35][N:34]=1. (6) The product is: [CH3:1][C@:2]12[C:11](=[O:12])[O:10][C:8](=[O:9])[C@@:7]1([CH3:13])[C@H:6]1[O:14][C@@H:3]2[CH2:4][CH2:5]1.[CH3:15][C:16]1([C:24]([OH:23])=[O:25])[C:21]([C:22]([OH:9])=[O:26])([CH3:27])[CH:20]2[O:28][CH:17]1[CH2:18][CH2:19]2. Given the reactants [CH3:1][C@:2]12[C:11](=[O:12])[O:10][C:8](=[O:9])[C@@:7]1([CH3:13])[C@H:6]1[O:14][C@@H:3]2[CH2:4][CH2:5]1.[CH3:15][C:16]12[C:24](=[O:25])[O:23][C:22](=[O:26])[C:21]1([CH3:27])[CH:20]1[O:28][CH:17]2[CH2:18][CH2:19]1, predict the reaction product. (7) Given the reactants [C:1]([Si:5]([CH3:14])([CH3:13])[O:6][CH2:7][CH2:8][CH2:9][C@H:10]1[CH2:12][O:11]1)([CH3:4])([CH3:3])[CH3:2].[NH2:15][C:16]1[CH:17]=[CH:18][C:19]2[S:24][CH2:23][C:22](=[O:25])[NH:21][C:20]=2[CH:26]=1, predict the reaction product. The product is: [C:1]([Si:5]([CH3:14])([CH3:13])[O:6][CH2:7][CH2:8][CH2:9][C@H:10]([OH:11])[CH2:12][NH:15][C:16]1[CH:17]=[CH:18][C:19]2[S:24][CH2:23][C:22](=[O:25])[NH:21][C:20]=2[CH:26]=1)([CH3:4])([CH3:3])[CH3:2]. (8) Given the reactants [NH2:1][C@H:2]([C:6]([O:8][CH3:9])=[O:7])[C@H:3]([CH3:5])[OH:4].Cl.CCN(C(C)C)C(C)C.[C:20](Br)([C:33]1[CH:38]=[CH:37][CH:36]=[CH:35][CH:34]=1)([C:27]1[CH:32]=[CH:31][CH:30]=[CH:29][CH:28]=1)[C:21]1[CH:26]=[CH:25][CH:24]=[CH:23][CH:22]=1, predict the reaction product. The product is: [CH3:9][O:8][C:6](=[O:7])[C@@H:2]([NH:1][C:20]([C:21]1[CH:26]=[CH:25][CH:24]=[CH:23][CH:22]=1)([C:33]1[CH:34]=[CH:35][CH:36]=[CH:37][CH:38]=1)[C:27]1[CH:28]=[CH:29][CH:30]=[CH:31][CH:32]=1)[C@@H:3]([OH:4])[CH3:5]. (9) The product is: [CH3:15][O:14][C:13]1[CH:9]([CH2:7][CH:6]([CH3:8])[CH2:17][SH:18])[O:10][C:11](=[O:16])[CH:12]=1. Given the reactants [Li+].CC([N-][CH:6]([CH3:8])[CH3:7])C.[CH3:9][O:10][C:11](=[O:16])/[CH:12]=[CH:13]/[O:14][CH3:15].[CH3:17][S:18]C(C)CC=O.Cl, predict the reaction product.